From a dataset of Peptide-MHC class I binding affinity with 185,985 pairs from IEDB/IMGT. Regression. Given a peptide amino acid sequence and an MHC pseudo amino acid sequence, predict their binding affinity value. This is MHC class I binding data. (1) The peptide sequence is REEAIRHVRA. The MHC is HLA-B44:02 with pseudo-sequence HLA-B44:02. The binding affinity (normalized) is 0.0904. (2) The binding affinity (normalized) is 0.0992. The peptide sequence is GSSPIIEVKQ. The MHC is HLA-B57:01 with pseudo-sequence HLA-B57:01. (3) The peptide sequence is VEMGIKNGP. The MHC is HLA-B15:17 with pseudo-sequence HLA-B15:17. The binding affinity (normalized) is 0.0847.